The task is: Regression. Given a peptide amino acid sequence and an MHC pseudo amino acid sequence, predict their binding affinity value. This is MHC class I binding data.. This data is from Peptide-MHC class I binding affinity with 185,985 pairs from IEDB/IMGT. (1) The peptide sequence is NANAYSGKY. The MHC is HLA-A30:02 with pseudo-sequence HLA-A30:02. The binding affinity (normalized) is 0.908. (2) The peptide sequence is SLLHESTLK. The MHC is HLA-B46:01 with pseudo-sequence HLA-B46:01. The binding affinity (normalized) is 0.0847. (3) The peptide sequence is FSFEIALLK. The MHC is HLA-B48:01 with pseudo-sequence HLA-B48:01. The binding affinity (normalized) is 0.0847. (4) The peptide sequence is EECDSELEI. The MHC is HLA-B27:05 with pseudo-sequence HLA-B27:05. The binding affinity (normalized) is 0.213. (5) The binding affinity (normalized) is 0. The MHC is HLA-A31:01 with pseudo-sequence HLA-A31:01. The peptide sequence is PIGMQFDKVY. (6) The peptide sequence is SLIYYQNEV. The MHC is H-2-Dd with pseudo-sequence H-2-Dd. The binding affinity (normalized) is 0. (7) The peptide sequence is RIARFHRPY. The MHC is HLA-A80:01 with pseudo-sequence HLA-A80:01. The binding affinity (normalized) is 0.413. (8) The peptide sequence is VPGSETMCY. The MHC is HLA-B58:01 with pseudo-sequence HLA-B58:01. The binding affinity (normalized) is 0. (9) The peptide sequence is KAFSPEVIPMF. The MHC is HLA-B35:03 with pseudo-sequence HLA-B35:03. The binding affinity (normalized) is 0. (10) The MHC is HLA-B44:02 with pseudo-sequence HLA-B44:02. The binding affinity (normalized) is 0. The peptide sequence is FPQGKAREF.